This data is from Reaction yield outcomes from USPTO patents with 853,638 reactions. The task is: Predict the reaction yield, written as a fraction of the theoretical maximum amount of product (1.0 means a 100% yield; for example, 0.34 means a 34% yield). The catalyst is C1COCC1.C(OCC)(=O)C. The product is [NH2:1][C:2]1[CH:10]=[CH:9][C:8]([Br:11])=[CH:7][C:3]=1[C:18]([OH:17])([CH3:19])[CH3:12]. The yield is 0.570. The reactants are [NH2:1][C:2]1[CH:10]=[CH:9][C:8]([Br:11])=[CH:7][C:3]=1C(O)=O.[CH3:12][Mg]Br.CC[O:17][CH2:18][CH3:19].Cl.[OH-].[Na+].